From a dataset of hERG potassium channel inhibition data for cardiac toxicity prediction from Karim et al.. Regression/Classification. Given a drug SMILES string, predict its toxicity properties. Task type varies by dataset: regression for continuous values (e.g., LD50, hERG inhibition percentage) or binary classification for toxic/non-toxic outcomes (e.g., AMES mutagenicity, cardiotoxicity, hepatotoxicity). Dataset: herg_karim. (1) The drug is CCCCS(=O)(=O)NCCN1CC2CN(CCCOc3ccc(C#N)cc3)CC(C1)O2. The result is 0 (non-blocker). (2) The compound is CN1CC2CC1CN2c1cnc(-c2ccccc2)cn1. The result is 0 (non-blocker). (3) The molecule is O=C(NCc1ccccc1)c1csc(Nc2ccncn2)n1. The result is 0 (non-blocker). (4) The compound is CC(c1ccc(Cl)nc1)N1C2CCC1CC(Oc1cccc(C(N)=O)c1)C2. The result is 1 (blocker).